Dataset: Forward reaction prediction with 1.9M reactions from USPTO patents (1976-2016). Task: Predict the product of the given reaction. (1) Given the reactants [CH:1]1([C:5]2[CH:14]=[CH:13][C:8]([C:9]([O:11][CH3:12])=[O:10])=[C:7]([CH2:15][CH3:16])[CH:6]=2)[CH2:4][CH2:3][CH2:2]1.[I:17]I.S(=O)(=O)(O)O, predict the reaction product. The product is: [CH:1]1([C:5]2[C:14]([I:17])=[CH:13][C:8]([C:9]([O:11][CH3:12])=[O:10])=[C:7]([CH2:15][CH3:16])[CH:6]=2)[CH2:2][CH2:3][CH2:4]1. (2) Given the reactants [CH3:1][OH:2].[NH2:3][C:4]1[C:11]([F:12])=[CH:10][C:7]([C:8]#[N:9])=[C:6](F)[CH:5]=1, predict the reaction product. The product is: [NH2:3][C:4]1[C:11]([F:12])=[CH:10][C:7]([C:8]#[N:9])=[C:6]([O:2][CH3:1])[CH:5]=1. (3) The product is: [CH3:21][C:22]1[CH:27]=[CH:26][C:25]([CH3:28])=[CH:24][C:23]=1[N:29]1[C:5]([C:7]2[C:12](=[O:13])[CH:11]=[CH:10][N:9]([C:14]3[CH:19]=[CH:18][CH:17]=[CH:16][CH:15]=3)[N:8]=2)=[CH:4][CH:3]=[N:2]1. Given the reactants C[N:2](C)/[CH:3]=[CH:4]/[C:5]([C:7]1[C:12](=[O:13])[CH:11]=[CH:10][N:9]([C:14]2[CH:19]=[CH:18][CH:17]=[CH:16][CH:15]=2)[N:8]=1)=O.[CH3:21][C:22]1[CH:27]=[CH:26][C:25]([CH3:28])=[CH:24][C:23]=1[NH:29]N.Cl, predict the reaction product. (4) Given the reactants [CH2:1]([N:3]1[C:8](=[O:9])[CH2:7][C:6](=[O:10])[N:5]([CH2:11][C:12]2[CH:17]=[CH:16][CH:15]=[CH:14][CH:13]=2)[C:4]1=[O:18])[CH3:2].C(N(C(C)C)CC)(C)C.[N:28]([CH2:31][C:32]([O:34]CC)=[O:33])=[C:29]=[O:30], predict the reaction product. The product is: [CH2:1]([N:3]1[C:8]([OH:9])=[C:7]([C:29]([NH:28][CH2:31][C:32]([OH:34])=[O:33])=[O:30])[C:6](=[O:10])[N:5]([CH2:11][C:12]2[CH:17]=[CH:16][CH:15]=[CH:14][CH:13]=2)[C:4]1=[O:18])[CH3:2]. (5) Given the reactants [CH2:1]([OH:6])[CH2:2][CH2:3][CH2:4][OH:5].[H-].[Na+].[C:9](Cl)(=[O:11])[CH3:10], predict the reaction product. The product is: [OH:5][CH2:4][CH2:3][CH2:2][CH2:1][O:6][C:9](=[O:11])[CH3:10].